Dataset: Full USPTO retrosynthesis dataset with 1.9M reactions from patents (1976-2016). Task: Predict the reactants needed to synthesize the given product. (1) Given the product [NH2:26][C:24]1[C:25]2=[C:17]([C:12]3[CH:13]=[CH:14][C:15]4[C:10]([CH:11]=3)=[N:9][N:8]([CH2:1][C:2]3[CH:3]=[CH:4][CH:5]=[CH:6][CH:7]=3)[CH:16]=4)[CH:18]=[C:19]([CH:27]3[CH2:31][CH2:30][N:29]([S:34]([N:33]([CH3:38])[CH3:32])(=[O:36])=[O:35])[CH2:28]3)[N:20]2[N:21]=[CH:22][N:23]=1, predict the reactants needed to synthesize it. The reactants are: [CH2:1]([N:8]1[CH:16]=[C:15]2[C:10]([CH:11]=[C:12]([C:17]3[CH:18]=[C:19]([CH:27]4[CH2:31][CH2:30][NH:29][CH2:28]4)[N:20]4[C:25]=3[C:24]([NH2:26])=[N:23][CH:22]=[N:21]4)[CH:13]=[CH:14]2)=[N:9]1)[C:2]1[CH:7]=[CH:6][CH:5]=[CH:4][CH:3]=1.[CH3:32][N:33]([CH3:38])[S:34](Cl)(=[O:36])=[O:35].C(N(CC)CC)C. (2) Given the product [Br:1][C:2]1[CH:3]=[C:4]([S:8]([NH:12][C:13]2[CH:18]=[CH:17][CH:16]=[CH:15][CH:14]=2)(=[O:10])=[O:9])[CH:5]=[CH:6][CH:7]=1, predict the reactants needed to synthesize it. The reactants are: [Br:1][C:2]1[CH:3]=[C:4]([S:8](Cl)(=[O:10])=[O:9])[CH:5]=[CH:6][CH:7]=1.[NH2:12][C:13]1[CH:18]=[CH:17][CH:16]=[CH:15][CH:14]=1.C(=O)([O-])[O-].[Na+].[Na+]. (3) Given the product [F:37][CH2:2][C:3]1[N:4]([C:28]2[CH:33]=[CH:32][C:31]([O:34][CH3:35])=[CH:30][CH:29]=2)[C:5](=[O:27])[C:6]([CH2:12][C:13]2[CH:18]=[CH:17][C:16]([C:19]3[C:20]([C:25]#[N:26])=[CH:21][CH:22]=[CH:23][CH:24]=3)=[CH:15][CH:14]=2)=[C:7]([CH2:9][CH2:10][CH3:11])[N:8]=1, predict the reactants needed to synthesize it. The reactants are: Br[CH:2](Br)[C:3]1[N:4]([C:28]2[CH:33]=[CH:32][C:31]([O:34][CH3:35])=[CH:30][CH:29]=2)[C:5](=[O:27])[C:6]([CH2:12][C:13]2[CH:18]=[CH:17][C:16]([C:19]3[C:20]([C:25]#[N:26])=[CH:21][CH:22]=[CH:23][CH:24]=3)=[CH:15][CH:14]=2)=[C:7]([CH2:9][CH2:10][CH3:11])[N:8]=1.[F-:37].C([N+](CCCC)(CCCC)CCCC)CCC. (4) Given the product [CH3:28][N:29]1[CH2:34][CH2:33][N:32]([C:16](=[O:17])[CH2:15][CH2:11][C:4]2[C:3]3[C:2](=[O:1])[CH2:10][CH2:9][CH2:8][C:7]=3[NH:6][CH:5]=2)[CH2:31][CH2:30]1, predict the reactants needed to synthesize it. The reactants are: [O:1]=[C:2]1[CH2:10][CH2:9][CH2:8][C:7]2[NH:6][CH:5]=[C:4]([CH:11]([CH3:15])C(O)=O)[C:3]1=2.[C:16](N1C=CN=C1)(N1C=CN=C1)=[O:17].[CH3:28][N:29]1[CH2:34][CH2:33][NH:32][CH2:31][CH2:30]1.C(N(CC)C(C)C)(C)C. (5) Given the product [CH2:32]([O:31][C:29]1[CH:28]=[CH:27][N:26]=[C:25]([O:1][C@@H:2]2[CH2:3][CH2:4][C@@H:5]([CH3:21])[N:6]([C:8]([C:10]3[CH:15]=[CH:14][CH:13]=[CH:12][C:11]=3[N:16]3[N:20]=[CH:19][CH:18]=[N:17]3)=[O:9])[CH2:7]2)[CH:30]=1)[CH3:33], predict the reactants needed to synthesize it. The reactants are: [OH:1][C@H:2]1[CH2:7][N:6]([C:8]([C:10]2[CH:15]=[CH:14][CH:13]=[CH:12][C:11]=2[N:16]2[N:20]=[CH:19][CH:18]=[N:17]2)=[O:9])[C@H:5]([CH3:21])[CH2:4][CH2:3]1.[H-].[Na+].Cl[C:25]1[CH:30]=[C:29]([O:31][CH2:32][CH3:33])[CH:28]=[CH:27][N:26]=1. (6) Given the product [O:10]1[C:14]([CH2:1][NH:2][C:3]2([C:8]#[N:9])[CH2:7][CH2:6][CH2:5][CH2:4]2)=[CH:13][N:12]=[CH:11]1.[C:14]1(=[O:10])[CH2:15][CH2:4][CH2:3][CH2:13]1, predict the reactants needed to synthesize it. The reactants are: [CH3:1][NH:2][C:3]1([C:8]#[N:9])[CH2:7][CH2:6][CH2:5][CH2:4]1.[O:10]1[C:14]([CH2:15]N)=[CH:13][N:12]=[CH:11]1.